From a dataset of Forward reaction prediction with 1.9M reactions from USPTO patents (1976-2016). Predict the product of the given reaction. (1) Given the reactants [CH2:1]([N:8]1[CH2:12][C:11](=[O:13])[NH:10][C:9]1=[O:14])[C:2]1[CH:7]=[CH:6][CH:5]=[CH:4][CH:3]=1.N(CCCCCC)=C=[O:17].N1C=CC=CC=1, predict the reaction product. The product is: [CH2:1]([N:8]1[CH2:12][C:11](=[O:13])[NH:10][C:9]1=[O:14])[C:2]1[CH:3]=[CH:4][CH:5]=[CH:6][CH:7]=1.[CH2:2]([C:1]([NH2:8])=[O:17])[CH2:3][CH2:4][CH2:5][CH2:6][CH3:7]. (2) The product is: [C:14]([OH:17])(=[O:41])[CH3:15].[C:14]([OH:17])(=[O:41])[CH3:15].[CH3:30][N:27]1[CH2:26][CH2:25][N:24]([C@@H:21]2[CH2:22][CH2:23][C@H:18]([N:8]3[C:4]4=[N:5][CH:6]=[N:7][C:2]([NH2:1])=[C:3]4[C:10]([C:11]4[CH:16]=[CH:15][C:14]([O:17][C:34]5[CH:39]=[CH:38][CH:37]=[CH:36][C:35]=5[N+:40]([O-:42])=[O:41])=[CH:13][CH:12]=4)=[N:9]3)[CH2:19][CH2:20]2)[CH2:29][CH2:28]1. Given the reactants [NH2:1][C:2]1[N:7]=[CH:6][N:5]=[C:4]2[N:8]([CH:18]3[CH2:23][CH2:22][CH:21]([N:24]4[CH2:29][CH2:28][N:27]([CH3:30])[CH2:26][CH2:25]4)[CH2:20][CH2:19]3)[N:9]=[C:10]([C:11]3[CH:16]=[CH:15][C:14]([OH:17])=[CH:13][CH:12]=3)[C:3]=12.[H-].[Na+].F[C:34]1[CH:39]=[CH:38][CH:37]=[CH:36][C:35]=1[N+:40]([O-:42])=[O:41], predict the reaction product. (3) Given the reactants [Cl:1][CH2:2][CH2:3][CH2:4][CH2:5][N:6]1[CH:11]=[C:10]([C:12]2[S:13][CH:14]=[CH:15][CH:16]=2)[C:9](=[O:17])[NH:8][C:7]1=[O:18].Cl.[F:20][C:21]1[CH:22]=[C:23]2[C:31](=[CH:32][CH:33]=1)[C:26]1([CH2:30][CH2:29][NH:28][CH2:27]1)[CH2:25][CH2:24]2.C(=O)([O-])[O-].[K+].[K+].[I-].[Na+], predict the reaction product. The product is: [ClH:1].[F:20][C:21]1[CH:22]=[C:23]2[C:31](=[CH:32][CH:33]=1)[C:26]1([CH2:30][CH2:29][N:28]([CH2:2][CH2:3][CH2:4][CH2:5][N:6]3[CH:11]=[C:10]([C:12]4[S:13][CH:14]=[CH:15][CH:16]=4)[C:9](=[O:17])[NH:8][C:7]3=[O:18])[CH2:27]1)[CH2:25][CH2:24]2.